Dataset: Catalyst prediction with 721,799 reactions and 888 catalyst types from USPTO. Task: Predict which catalyst facilitates the given reaction. (1) Reactant: Br[C:2]1[C:10]2[C:5](=[N:6][CH:7]=[N:8][C:9]=2[NH2:11])[N:4]([C:12]([CH3:15])([CH3:14])[CH3:13])[N:3]=1.C[C:17]([CH3:28])([C:19](=[O:27])[CH2:20][C:21](=O)[C:22]([CH3:25])(C)C)C.C(=O)([O-])[O-].[Cs+].[Cs+].O.CN1C[CH2:40][CH2:39][C:38]1=O. Product: [C:12]([N:4]1[C:5]2=[N:6][CH:7]=[N:8][C:9]([NH2:11])=[C:10]2[C:2]([O:27][C:19]2[C:17]3[C:25](=[CH:38][CH:39]=[CH:40][CH:28]=3)[CH:22]=[CH:21][CH:20]=2)=[N:3]1)([CH3:15])([CH3:14])[CH3:13]. The catalyst class is: 10. (2) Reactant: [C:1](Cl)(=[O:3])[CH3:2].Cl.[N:6]1([C:12]2[CH:17]=[CH:16][CH:15]=[CH:14][C:13]=2[C:18](=[O:20])[CH3:19])[CH2:11][CH2:10][NH:9][CH2:8][CH2:7]1. Product: [C:1]([N:9]1[CH2:8][CH2:7][N:6]([C:12]2[CH:17]=[CH:16][CH:15]=[CH:14][C:13]=2[C:18](=[O:20])[CH3:19])[CH2:11][CH2:10]1)(=[O:3])[CH3:2]. The catalyst class is: 2. (3) Reactant: [CH3:1][N:2]1[C:6]2=[N:7][C:8]([N:11]3[CH:16]=[CH:15][C:14]([C:17]4[CH:22]=[CH:21][C:20]([C:23]([F:26])([F:25])[F:24])=[CH:19][CH:18]=4)=[CH:13][C:12]3=[O:27])=[CH:9][CH:10]=[C:5]2[C:4]2[CH2:28][N:29](C(OC(C)(C)C)=O)[CH2:30][CH2:31][C:3]1=2.Cl.C(Cl)Cl. Product: [CH3:1][N:2]1[C:6]2=[N:7][C:8]([N:11]3[CH:16]=[CH:15][C:14]([C:17]4[CH:18]=[CH:19][C:20]([C:23]([F:26])([F:25])[F:24])=[CH:21][CH:22]=4)=[CH:13][C:12]3=[O:27])=[CH:9][CH:10]=[C:5]2[C:4]2[CH2:28][NH:29][CH2:30][CH2:31][C:3]1=2. The catalyst class is: 5. (4) Reactant: FC(F)(F)S(O[C:7]1[CH:12]=[CH:11][C:10]([O:13][CH3:14])=[C:9]([C:15]2[N:16]=[N:17][C:18]([N:21]([CH3:32])[CH:22]3[CH2:27][C:26]([CH3:29])([CH3:28])[NH:25][C:24]([CH3:31])([CH3:30])[CH2:23]3)=[CH:19][CH:20]=2)[CH:8]=1)(=O)=O.[NH:35]1[CH:39]=[C:38](B(O)O)[CH:37]=[N:36]1.P([O-])([O-])([O-])=O.[K+].[K+].[K+].COC1C=CC=C(OC)C=1C1C=CC=CC=1P(C1CCCCC1)C1CCCCC1. Product: [CH3:14][O:13][C:10]1[CH:11]=[CH:12][C:7]([C:38]2[CH:39]=[N:35][NH:36][CH:37]=2)=[CH:8][C:9]=1[C:15]1[N:16]=[N:17][C:18]([N:21]([CH3:32])[CH:22]2[CH2:23][C:24]([CH3:30])([CH3:31])[NH:25][C:26]([CH3:29])([CH3:28])[CH2:27]2)=[CH:19][CH:20]=1. The catalyst class is: 552.